This data is from Reaction yield outcomes from USPTO patents with 853,638 reactions. The task is: Predict the reaction yield, written as a fraction of the theoretical maximum amount of product (1.0 means a 100% yield; for example, 0.34 means a 34% yield). (1) The reactants are [CH3:1][S:2]([C:5]1[CH:10]=[CH:9][C:8]([C:11]2[C:12]([O:22][C:23]3[CH:28]=[CH:27][C:26]([O:29][CH2:30][CH2:31][N:32]4[CH2:37][CH2:36][CH2:35][CH2:34][CH2:33]4)=[CH:25][CH:24]=3)=[C:13]3[C:18](=[CH:19][CH:20]=2)[CH:17]=[C:16]([OH:21])[CH:15]=[CH:14]3)=[CH:7][CH:6]=1)(=[O:4])=[O:3].[CH2:38]([O:42][C:43](Cl)=[O:44])[CH:39]([CH3:41])[CH3:40].CCOCC. The catalyst is ClCCl. The yield is 0.730. The product is [CH3:1][S:2]([C:5]1[CH:6]=[CH:7][C:8]([C:11]2[C:12]([O:22][C:23]3[CH:28]=[CH:27][C:26]([O:29][CH2:30][CH2:31][N:32]4[CH2:37][CH2:36][CH2:35][CH2:34][CH2:33]4)=[CH:25][CH:24]=3)=[C:13]3[C:18](=[CH:19][CH:20]=2)[CH:17]=[C:16]([O:21][C:43](=[O:44])[O:42][CH2:38][CH:39]([CH3:41])[CH3:40])[CH:15]=[CH:14]3)=[CH:9][CH:10]=1)(=[O:4])=[O:3]. (2) The reactants are [CH3:1][N:2]1[CH2:6][CH2:5][N:4]([CH3:7])[C:3]1(Cl)[Cl:8].[CH3:10][O:11][S:12]([O-:15])(=[O:14])=[O:13].[Na+]. The catalyst is C(#N)C. The product is [CH3:10][O:11][S:12]([O-:15])(=[O:14])=[O:13].[CH3:1][NH+:2]1[CH2:6][CH2:5][N:4]([CH3:7])[CH:3]1[Cl:8]. The yield is 0.942. (3) The reactants are Br[C:2]1[CH:8]=[C:7]([N+:9]([O-:11])=[O:10])[C:5]([NH2:6])=[C:4]([CH3:12])[CH:3]=1.[B:13]1([B:13]2[O:17][C:16]([CH3:19])([CH3:18])[C:15]([CH3:21])([CH3:20])[O:14]2)[O:17][C:16]([CH3:19])([CH3:18])[C:15]([CH3:21])([CH3:20])[O:14]1.C([O-])(=O)C.[K+]. The catalyst is C([O-])(=O)C.[Pd+2].C([O-])(=O)C.CN(C)C=O. The product is [CH3:12][C:4]1[CH:3]=[C:2]([B:13]2[O:17][C:16]([CH3:19])([CH3:18])[C:15]([CH3:21])([CH3:20])[O:14]2)[CH:8]=[C:7]([N+:9]([O-:11])=[O:10])[C:5]=1[NH2:6]. The yield is 0.880. (4) The reactants are [CH3:1][O:2][C:3](=[O:25])[C@H:4]([NH:14][C:15]([O:17][CH2:18][C:19]1[CH:24]=[CH:23][CH:22]=[CH:21][CH:20]=1)=[O:16])[CH2:5][C:6]1[CH:11]=[CH:10][C:9]([NH2:12])=[C:8]([NH2:13])[CH:7]=1.C(N(CC)CC)C.[C:33](N1C=CN=C1)(N1C=CN=C1)=[O:34]. The catalyst is O1CCCC1. The product is [CH3:1][O:2][C:3]([C@H:4]([NH:14][C:15](=[O:16])[O:17][CH2:18][C:19]1[CH:24]=[CH:23][CH:22]=[CH:21][CH:20]=1)[CH2:5][C:6]1[CH:11]=[CH:10][C:9]2[NH:12][C:33](=[O:34])[NH:13][C:8]=2[CH:7]=1)=[O:25]. The yield is 0.590.